This data is from CYP2C9 inhibition data for predicting drug metabolism from PubChem BioAssay. The task is: Regression/Classification. Given a drug SMILES string, predict its absorption, distribution, metabolism, or excretion properties. Task type varies by dataset: regression for continuous measurements (e.g., permeability, clearance, half-life) or binary classification for categorical outcomes (e.g., BBB penetration, CYP inhibition). Dataset: cyp2c9_veith. The molecule is COc1ncc2nc(CCc3ccccc3)c(=O)n(C)c2n1. The result is 0 (non-inhibitor).